Dataset: Peptide-MHC class II binding affinity with 134,281 pairs from IEDB. Task: Regression. Given a peptide amino acid sequence and an MHC pseudo amino acid sequence, predict their binding affinity value. This is MHC class II binding data. (1) The peptide sequence is KAIKESTGGAYDTYK. The MHC is HLA-DPA10201-DPB10101 with pseudo-sequence HLA-DPA10201-DPB10101. The binding affinity (normalized) is 0.0585. (2) The peptide sequence is QNRMKLADCAVGFGS. The MHC is HLA-DPA10301-DPB10402 with pseudo-sequence HLA-DPA10301-DPB10402. The binding affinity (normalized) is 0.156. (3) The peptide sequence is IKHIYAISSAALSAS. The MHC is DRB5_0101 with pseudo-sequence DRB5_0101. The binding affinity (normalized) is 0.731.